The task is: Predict the reactants needed to synthesize the given product.. This data is from Full USPTO retrosynthesis dataset with 1.9M reactions from patents (1976-2016). The reactants are: [Cl:1][C:2]1[CH:7]=[CH:6][C:5]([OH:8])=[C:4]([CH3:9])[CH:3]=1.C(=O)([O-])[O-].[Cs+].[Cs+].Br[CH2:17][CH:18]([CH3:20])[CH3:19]. Given the product [Cl:1][C:2]1[CH:7]=[CH:6][C:5]([O:8][CH2:17][CH:18]([CH3:20])[CH3:19])=[C:4]([CH3:9])[CH:3]=1, predict the reactants needed to synthesize it.